Dataset: Forward reaction prediction with 1.9M reactions from USPTO patents (1976-2016). Task: Predict the product of the given reaction. Given the reactants [N:1]1[CH:6]=[CH:5][N:4]=[CH:3][C:2]=1[C:7]1[CH:15]=[CH:14][CH:13]=[C:12]2[C:8]=1[CH:9]=[CH:10][NH:11]2.[C:16]1([S:22](Cl)(=[O:24])=[O:23])[CH:21]=[CH:20][CH:19]=[CH:18][CH:17]=1.[OH-].[Na+], predict the reaction product. The product is: [C:16]1([S:22]([N:11]2[C:12]3[C:8](=[C:7]([C:2]4[CH:3]=[N:4][CH:5]=[CH:6][N:1]=4)[CH:15]=[CH:14][CH:13]=3)[CH:9]=[CH:10]2)(=[O:24])=[O:23])[CH:21]=[CH:20][CH:19]=[CH:18][CH:17]=1.